Predict the reactants needed to synthesize the given product. From a dataset of Full USPTO retrosynthesis dataset with 1.9M reactions from patents (1976-2016). (1) Given the product [Cl:1][C:2]1[CH:7]=[C:6]([Cl:8])[CH:5]=[CH:4][C:3]=1[C@H:9]([N:11]1[C:19]2[C:14](=[CH:15][CH:16]=[C:17]([C:20]3[CH2:21][CH2:22][N:23]([C:38]([C@H:34]4[CH2:35][CH2:36][CH2:37][NH:33]4)=[O:39])[CH2:24][CH:25]=3)[CH:18]=2)[CH:13]=[N:12]1)[CH3:10], predict the reactants needed to synthesize it. The reactants are: [Cl:1][C:2]1[CH:7]=[C:6]([Cl:8])[CH:5]=[CH:4][C:3]=1[C@H:9]([N:11]1[C:19]2[C:14](=[CH:15][CH:16]=[C:17]([C:20]3[CH2:21][CH2:22][NH:23][CH2:24][CH:25]=3)[CH:18]=2)[CH:13]=[N:12]1)[CH3:10].C(OC([N:33]1[CH2:37][CH2:36][CH2:35][C@@H:34]1[C:38](O)=[O:39])=O)(C)(C)C.CN(C(ON1N=NC2C=CC=NC1=2)=[N+](C)C)C.F[P-](F)(F)(F)(F)F.CCN(CC)CC. (2) Given the product [C:22]1([CH2:21][N:16]2[CH2:15][C:14]3([CH2:28][CH2:29][N:11]([S:8]([C:5]4[CH:6]=[CH:7][C:2]([C:38]5[CH:47]=[C:46]6[C:41]([CH:42]=[CH:43][CH:44]=[N:45]6)=[CH:40][CH:39]=5)=[CH:3][CH:4]=4)(=[O:10])=[O:9])[CH2:12][CH2:13]3)[O:19][CH2:18][C:17]2=[O:20])[CH:27]=[CH:26][CH:25]=[CH:24][CH:23]=1, predict the reactants needed to synthesize it. The reactants are: Br[C:2]1[CH:7]=[CH:6][C:5]([S:8]([N:11]2[CH2:29][CH2:28][C:14]3([O:19][CH2:18][C:17](=[O:20])[N:16]([CH2:21][C:22]4[CH:27]=[CH:26][CH:25]=[CH:24][CH:23]=4)[CH2:15]3)[CH2:13][CH2:12]2)(=[O:10])=[O:9])=[CH:4][CH:3]=1.CC1(C)C(C)(C)OB([C:38]2[CH:47]=[C:46]3[C:41]([CH:42]=[CH:43][CH:44]=[N:45]3)=[CH:40][CH:39]=2)O1.C(=O)([O-])[O-].[K+].[K+].